From a dataset of Full USPTO retrosynthesis dataset with 1.9M reactions from patents (1976-2016). Predict the reactants needed to synthesize the given product. (1) Given the product [CH3:39][O:38][C:34]1[CH:33]=[C:32]([C@H:30]([N:10]([CH2:9][C:8]2[CH:7]=[CH:6][C:5]([C:3]([O:2][CH3:1])=[O:4])=[CH:41][CH:40]=2)[C:11]([C@@H:13]2[CH2:22][C:21]3[C:16](=[CH:17][CH:18]=[CH:19][CH:20]=3)[CH2:15][NH:14]2)=[O:12])[CH3:31])[CH:37]=[CH:36][CH:35]=1.[ClH:42], predict the reactants needed to synthesize it. The reactants are: [CH3:1][O:2][C:3]([C:5]1[CH:41]=[CH:40][C:8]([CH2:9][N:10]([C@@H:30]([C:32]2[CH:37]=[CH:36][CH:35]=[C:34]([O:38][CH3:39])[CH:33]=2)[CH3:31])[C:11]([C@@H:13]2[CH2:22][C:21]3[C:16](=[CH:17][CH:18]=[CH:19][CH:20]=3)[CH2:15][N:14]2C(OC(C)(C)C)=O)=[O:12])=[CH:7][CH:6]=1)=[O:4].[ClH:42]. (2) Given the product [CH3:1][O:2][C:3]1[CH:4]=[C:5]([CH:10]=[CH:11][C:12]=1[C:23]1[CH:24]=[CH:25][CH:26]=[CH:27][N:22]=1)[C:6]([O:8][CH3:9])=[O:7], predict the reactants needed to synthesize it. The reactants are: [CH3:1][O:2][C:3]1[CH:4]=[C:5]([CH:10]=[CH:11][C:12]=1OS(C(F)(F)F)(=O)=O)[C:6]([O:8][CH3:9])=[O:7].[Br-].[N:22]1[CH:27]=[CH:26][CH:25]=[CH:24][C:23]=1[Zn+]. (3) Given the product [OH:38][C@@H:8]1[C:7]2[C@:20]([CH3:23])([CH2:21][CH2:22][C:5](=[O:4])[C:6]=2[CH2:28][CH3:29])[C@@H:19]2[C@H:10]([C@H:11]3[C@@:15]([CH2:17][CH2:18]2)([CH3:16])[C@@H:14]([O:24][C:25](=[O:27])[CH3:26])[CH2:13][CH2:12]3)[CH2:9]1.[OH:38][C@H:8]1[C:7]2[C@:20]([CH3:23])([CH2:21][CH2:22][C:5](=[O:4])[C:6]=2[CH2:28][CH3:29])[C@@H:19]2[C@H:10]([C@H:11]3[C@@:15]([CH2:17][CH2:18]2)([CH3:16])[C@@H:14]([O:24][C:25](=[O:27])[CH3:26])[CH2:13][CH2:12]3)[CH2:9]1, predict the reactants needed to synthesize it. The reactants are: C([O:4][C:5]1[CH2:22][CH2:21][C@@:20]2([CH3:23])[C:7](=[CH:8][CH2:9][C@@H:10]3[C@@H:19]2[CH2:18][CH2:17][C@@:15]2([CH3:16])[C@H:11]3[CH2:12][CH2:13][C@@H:14]2[O:24][C:25](=[O:27])[CH3:26])[C:6]=1[CH2:28][CH3:29])(=O)C.C1C=C(Cl)C=C(C(OO)=[O:38])C=1.C(Cl)Cl. (4) The reactants are: [C:1]([C:4]1[CH:5]=[CH:6][C:7]([O:10][CH3:11])=[N:8][CH:9]=1)(=[O:3])[CH3:2].[CH3:12][C:13]1[N:14]=[CH:15][S:16][C:17]=1[CH:18]=O.[OH-].[K+]. Given the product [CH3:11][O:10][C:7]1[N:8]=[CH:9][C:4]([C:1](=[O:3])/[CH:2]=[CH:18]/[C:17]2[S:16][CH:15]=[N:14][C:13]=2[CH3:12])=[CH:5][CH:6]=1, predict the reactants needed to synthesize it. (5) Given the product [CH3:1][O:2][C:3]1[CH:4]=[C:5]([C:9]2([C:26]([O:27][CH3:24])=[O:29])[CH2:10][CH2:11][N:12]([C:15]3[N:16]=[CH:17][CH:18]=[CH:19][N:20]=3)[CH2:13][CH2:14]2)[CH:6]=[CH:7][CH:8]=1, predict the reactants needed to synthesize it. The reactants are: [CH3:1][O:2][C:3]1[CH:4]=[C:5]([C:9]2(C#N)[CH2:14][CH2:13][N:12]([C:15]3[N:20]=[CH:19][CH:18]=[CH:17][N:16]=3)[CH2:11][CH2:10]2)[CH:6]=[CH:7][CH:8]=1.Cl.[CH3:24]I.[C:26](=[O:29])([O-])[O-:27].[K+].[K+]. (6) Given the product [Cl:3][C:4]1[CH:20]=[C:19]([C:21]#[N:22])[CH:18]=[CH:17][C:5]=1[N:6]([CH2:27][CH3:28])[S:7]([C:10]1[CH:11]=[CH:12][C:13]([CH3:16])=[CH:14][CH:15]=1)(=[O:9])=[O:8], predict the reactants needed to synthesize it. The reactants are: [H-].[Na+].[Cl:3][C:4]1[CH:20]=[C:19]([C:21]#[N:22])[CH:18]=[CH:17][C:5]=1[NH:6][S:7]([C:10]1[CH:15]=[CH:14][C:13]([CH3:16])=[CH:12][CH:11]=1)(=[O:9])=[O:8].S(OCC)(O[CH2:27][CH3:28])(=O)=O.O. (7) Given the product [F:1][C:2]1[CH:7]=[CH:6][C:5]([F:8])=[CH:4][C:3]=1[CH:17]=[O:18], predict the reactants needed to synthesize it. The reactants are: [F:1][C:2]1[CH:7]=[CH:6][C:5]([F:8])=[CH:4][CH:3]=1.C([Li])CCC.CN([CH:17]=[O:18])C. (8) The reactants are: [Cl:1][C:2]1[CH:7]=[C:6]([CH3:8])[CH:5]=[CH:4][C:3]=1[NH:9][C:10]([CH2:12][CH:13]([C:22]1[C:26]([CH:27]2[CH2:29][CH2:28]2)=[C:25]([CH:30]2[CH2:33][CH:32]([CH2:34][CH:35]([CH2:38][CH3:39])[CH2:36][CH3:37])[CH2:31]2)[O:24][N:23]=1)[CH2:14][C:15]([O:17]C(C)(C)C)=[O:16])=[O:11].O.Br.[OH-].[Na+]. Given the product [Cl:1][C:2]1[CH:7]=[C:6]([CH3:8])[CH:5]=[CH:4][C:3]=1[NH:9][C:10]([CH2:12][CH:13]([C:22]1[C:26]([CH:27]2[CH2:28][CH2:29]2)=[C:25]([CH:30]2[CH2:31][CH:32]([CH2:34][CH:35]([CH2:38][CH3:39])[CH2:36][CH3:37])[CH2:33]2)[O:24][N:23]=1)[CH2:14][C:15]([OH:17])=[O:16])=[O:11], predict the reactants needed to synthesize it.